From a dataset of Peptide-MHC class II binding affinity with 134,281 pairs from IEDB. Regression. Given a peptide amino acid sequence and an MHC pseudo amino acid sequence, predict their binding affinity value. This is MHC class II binding data. (1) The peptide sequence is FHVRGARRSGDVLWD. The MHC is DRB1_0901 with pseudo-sequence DRB1_0901. The binding affinity (normalized) is 0.527. (2) The peptide sequence is GLVTEFPSTAAAYFR. The MHC is DRB1_1101 with pseudo-sequence DRB1_1101. The binding affinity (normalized) is 0.201. (3) The peptide sequence is SSYAATEVANAAAGQ. The MHC is DRB1_1302 with pseudo-sequence DRB1_1302. The binding affinity (normalized) is 0.156.